Regression. Given two drug SMILES strings and cell line genomic features, predict the synergy score measuring deviation from expected non-interaction effect. From a dataset of NCI-60 drug combinations with 297,098 pairs across 59 cell lines. (1) Drug 1: CS(=O)(=O)C1=CC(=C(C=C1)C(=O)NC2=CC(=C(C=C2)Cl)C3=CC=CC=N3)Cl. Drug 2: C1=CC(=CC=C1CC(C(=O)O)N)N(CCCl)CCCl.Cl. Cell line: IGROV1. Synergy scores: CSS=19.8, Synergy_ZIP=-4.55, Synergy_Bliss=1.21, Synergy_Loewe=-5.62, Synergy_HSA=1.19. (2) Drug 1: CNC(=O)C1=CC=CC=C1SC2=CC3=C(C=C2)C(=NN3)C=CC4=CC=CC=N4. Drug 2: CC1=CC=C(C=C1)C2=CC(=NN2C3=CC=C(C=C3)S(=O)(=O)N)C(F)(F)F. Cell line: SN12C. Synergy scores: CSS=8.58, Synergy_ZIP=-1.94, Synergy_Bliss=0.598, Synergy_Loewe=-5.89, Synergy_HSA=0.932.